Dataset: Forward reaction prediction with 1.9M reactions from USPTO patents (1976-2016). Task: Predict the product of the given reaction. (1) The product is: [F:43][CH2:42][CH2:41][O:40][C:37]1[CH:38]=[CH:39][C:34]([C:32]([OH:33])=[O:31])=[N:35][CH:36]=1. Given the reactants C1(COC2C=CC(C(O)=O)=NC=2)CC1.COC(C1C=CC(O)=CN=1)=O.BrCCF.C[O:31][C:32]([C:34]1[CH:39]=[CH:38][C:37]([O:40][CH2:41][CH2:42][F:43])=[CH:36][N:35]=1)=[O:33], predict the reaction product. (2) Given the reactants [F:1][C:2]([F:22])([F:21])[C:3]([Si](C)(C)C)([O:15]C)[C:4]1[CH:9]=[CH:8][C:7]([O:10][C:11]([F:14])([F:13])[F:12])=[CH:6][CH:5]=1.[F-].C([N+](CCCC)(CCCC)CCCC)CCC.C(=O)([O-])O.[Na+], predict the reaction product. The product is: [F:1][C:2]([F:21])([F:22])[C:3]([C:4]1[CH:9]=[CH:8][C:7]([O:10][C:11]([F:12])([F:13])[F:14])=[CH:6][CH:5]=1)=[O:15]. (3) Given the reactants [C:1]([O-:7])(=[O:6])[C:2]([CH3:5])([CH3:4])[CH3:3].[Zn+2:8].C([O-])(=O)C(C)(C)C.Br[C:17]1[CH:22]=[CH:21][CH:20]=[C:19]([C:23]([F:26])([F:25])[F:24])[CH:18]=1.[Mg], predict the reaction product. The product is: [C:1]([O-:7])(=[O:6])[C:2]([CH3:5])([CH3:4])[CH3:3].[F:24][C:23]([F:26])([F:25])[C:19]1[CH:18]=[C:17]([Zn+:8])[CH:22]=[CH:21][CH:20]=1. (4) Given the reactants [CH3:1][N:2]1[C:6]([C:7]2[S:8][CH:9]=[CH:10][CH:11]=2)=[C:5](/[CH:12]=[CH:13]/[C:14]([O:16]CC)=[O:15])[CH:4]=[N:3]1.[OH-].[Na+].Cl, predict the reaction product. The product is: [CH3:1][N:2]1[C:6]([C:7]2[S:8][CH:9]=[CH:10][CH:11]=2)=[C:5](/[CH:12]=[CH:13]/[C:14]([OH:16])=[O:15])[CH:4]=[N:3]1. (5) Given the reactants [CH3:1][NH:2][NH2:3].[CH3:4][O:5][C:6]1[CH:11]=[CH:10][C:9]([C:12](=O)[CH2:13][CH2:14][C:15]([OH:17])=O)=[CH:8][CH:7]=1, predict the reaction product. The product is: [CH3:4][O:5][C:6]1[CH:11]=[CH:10][C:9]([C:12]2[CH2:13][CH2:14][C:15](=[O:17])[N:2]([CH3:1])[N:3]=2)=[CH:8][CH:7]=1. (6) Given the reactants [NH2:1][CH2:2][CH2:3][CH2:4][O:5][C:6]1[CH:7]=[CH:8][C:9]2[CH2:15][CH:14]([CH2:16][C:17]([O:19][CH2:20][CH3:21])=[O:18])[C:13]3[CH:22]=[CH:23][CH:24]=[CH:25][C:12]=3[CH2:11][C:10]=2[CH:26]=1.C(=O)(O)[O-].[Na+].Br[C:33]1[N:38]=[CH:37][CH:36]=[CH:35][N:34]=1, predict the reaction product. The product is: [N:34]1[CH:35]=[CH:36][CH:37]=[N:38][C:33]=1[NH:1][CH2:2][CH2:3][CH2:4][O:5][C:6]1[CH:7]=[CH:8][C:9]2[CH2:15][CH:14]([CH2:16][C:17]([O:19][CH2:20][CH3:21])=[O:18])[C:13]3[CH:22]=[CH:23][CH:24]=[CH:25][C:12]=3[CH2:11][C:10]=2[CH:26]=1. (7) Given the reactants Br[C:2]1[C:3]([NH2:9])=[N:4][CH:5]=[C:6]([Br:8])[N:7]=1.C(N(CC)CC)C.[CH3:17][Si:18]([C:21]#[CH:22])([CH3:20])[CH3:19], predict the reaction product. The product is: [Br:8][C:6]1[N:7]=[C:2]([C:22]#[C:21][Si:18]([CH3:20])([CH3:19])[CH3:17])[C:3]([NH2:9])=[N:4][CH:5]=1. (8) Given the reactants [NH2:1][C:2]1[C:11]2[CH:10]=[CH:9][CH:8]=[C:7](Br)[C:6]=2[N:5]=[C:4]2[CH2:13][N:14]([CH:17]3[CH2:20][CH2:19][CH2:18]3)[C:15](=[O:16])[C:3]=12.CC1(C)C(C)(C)OB([C:29]2[CH:30]=[CH:31][C:32]([N:35]3[CH2:40][CH2:39][O:38][CH2:37][CH2:36]3)=[N:33][CH:34]=2)O1, predict the reaction product. The product is: [NH2:1][C:2]1[C:11]2[CH:10]=[CH:9][CH:8]=[C:7]([C:29]3[CH:34]=[N:33][C:32]([N:35]4[CH2:36][CH2:37][O:38][CH2:39][CH2:40]4)=[CH:31][CH:30]=3)[C:6]=2[N:5]=[C:4]2[CH2:13][N:14]([CH:17]3[CH2:20][CH2:19][CH2:18]3)[C:15](=[O:16])[C:3]=12.